Dataset: Full USPTO retrosynthesis dataset with 1.9M reactions from patents (1976-2016). Task: Predict the reactants needed to synthesize the given product. (1) Given the product [Cl:43][C:44]1[CH:45]=[CH:46][C:47]2[N:53]3[C:54]([CH:57]([CH3:58])[CH3:59])=[N:55][N:56]=[C:52]3[CH:51]([CH2:60][C:61]([N:78]3[CH2:79][CH2:80][CH:76]([OH:75])[CH2:77]3)=[O:63])[O:50][CH:49]([C:64]3[CH:69]=[CH:68][CH:67]=[C:66]([O:70][CH3:71])[C:65]=3[O:72][CH3:73])[C:48]=2[CH:74]=1, predict the reactants needed to synthesize it. The reactants are: C1CN([P+](ON2N=NC3C=CC=CC2=3)(N2CCCC2)N2CCCC2)CC1.F[P-](F)(F)(F)(F)F.C(N(CC)C(C)C)(C)C.[Cl:43][C:44]1[CH:45]=[CH:46][C:47]2[N:53]3[C:54]([CH:57]([CH3:59])[CH3:58])=[N:55][N:56]=[C:52]3[CH:51]([CH2:60][C:61]([OH:63])=O)[O:50][CH:49]([C:64]3[CH:69]=[CH:68][CH:67]=[C:66]([O:70][CH3:71])[C:65]=3[O:72][CH3:73])[C:48]=2[CH:74]=1.[OH:75][CH:76]1[CH2:80][CH2:79][NH:78][CH2:77]1. (2) Given the product [Cl:12][C:7]1[CH:8]=[CH:9][CH:10]=[CH:11][C:6]=1[CH2:5][O:4][C:2]([N:30]1[CH2:29][CH2:28][CH:27]([C:25]2[NH:24][C:23]([C:43]3[CH:48]=[CH:47][CH:46]=[CH:45][N:44]=3)=[C:22]([C:20]3[CH:19]=[CH:18][C:17]4[O:13][CH2:14][O:15][C:16]=4[CH:21]=3)[N:26]=2)[CH2:32][CH2:31]1)=[O:3], predict the reactants needed to synthesize it. The reactants are: Cl[C:2]([O:4][CH2:5][C:6]1[CH:11]=[CH:10][CH:9]=[CH:8][C:7]=1[Cl:12])=[O:3].[O:13]1[C:17]2[CH:18]=[CH:19][C:20]([C:22]3[N:26]=[C:25]([CH:27]4[CH2:32][CH2:31][N:30](S(CC5C=CC=CC=5)(=O)=O)[CH2:29][CH2:28]4)[NH:24][C:23]=3[C:43]3[CH:48]=[CH:47][CH:46]=[CH:45][N:44]=3)=[CH:21][C:16]=2[O:15][CH2:14]1. (3) Given the product [Cl:1][C:2]1[CH:7]=[CH:6][C:5]([CH:8]([C:20]2[CH:25]=[CH:24][C:23]([Cl:26])=[CH:22][CH:21]=2)[C:9]2[CH:10]=[C:11]3[C:16](=[CH:17][CH:18]=2)[N:15]=[CH:14][N:13]=[C:12]3[NH:27][CH:28]2[CH2:33][CH2:32][C:31]([C:36]3[CH:37]=[CH:38][CH:39]=[CH:40][CH:41]=3)([C:34]#[N:35])[CH2:30][CH2:29]2)=[CH:4][CH:3]=1, predict the reactants needed to synthesize it. The reactants are: [Cl:1][C:2]1[CH:7]=[CH:6][C:5]([CH:8]([C:20]2[CH:25]=[CH:24][C:23]([Cl:26])=[CH:22][CH:21]=2)[C:9]2[CH:10]=[C:11]3[C:16](=[CH:17][CH:18]=2)[N:15]=[CH:14][N:13]=[C:12]3Cl)=[CH:4][CH:3]=1.[NH2:27][CH:28]1[CH2:33][CH2:32][C:31]([C:36]2[CH:41]=[CH:40][CH:39]=[CH:38][CH:37]=2)([C:34]#[N:35])[CH2:30][CH2:29]1.CC(O)C. (4) Given the product [CH:19]1[C:3]2[C:10]3[CH:11]=[CH:12][CH:13]=[CH:14][C:9]=3[CH2:8][O:7][C:5](=[O:6])[C:4]=2[CH:16]=[CH:17][CH:18]=1, predict the reactants needed to synthesize it. The reactants are: [BH4-].[Na+].[C:3]12[C:10]3=[CH:11][CH:12]=[CH:13][CH:14]=[C:9]3[C:8](=O)[O:7][C:5](=[O:6])[C:4]1=[CH:16][CH:17]=[CH:18][CH:19]=2.Cl. (5) Given the product [O:1]1[CH2:6][CH2:5][CH:4]([C:7]2[CH:8]=[C:9]([O:13][S:21]([CH3:24])(=[O:23])=[O:22])[CH:10]=[N:11][CH:12]=2)[CH2:3][CH2:2]1, predict the reactants needed to synthesize it. The reactants are: [O:1]1[CH2:6][CH2:5][CH:4]([C:7]2[CH:8]=[C:9]([OH:13])[CH:10]=[N:11][CH:12]=2)[CH2:3][CH2:2]1.C(N(CC)CC)C.[S:21](O[S:21]([C:24](F)(F)F)(=[O:23])=[O:22])([C:24](F)(F)F)(=[O:23])=[O:22]. (6) Given the product [F:1][CH:2]([F:25])[O:3][C:4]1[CH:9]=[CH:8][C:7]([C:10](=[O:24])[C:11]([C:13]2[CH:18]=[CH:17][CH:16]=[C:15]([C:19]#[C:20][CH2:21][CH2:22][O:23][CH3:28])[CH:14]=2)=[O:12])=[CH:6][CH:5]=1, predict the reactants needed to synthesize it. The reactants are: [F:1][CH:2]([F:25])[O:3][C:4]1[CH:9]=[CH:8][C:7]([C:10](=[O:24])[C:11]([C:13]2[CH:18]=[CH:17][CH:16]=[C:15]([C:19]#[C:20][CH2:21][CH2:22][OH:23])[CH:14]=2)=[O:12])=[CH:6][CH:5]=1.[OH-].[Na+].[CH2:28](I)C.CCOC(C)=O. (7) Given the product [NH2:15][CH2:14][C:10]1[CH:9]=[C:8]([CH3:16])[C:7]2[CH:6]=[C:5]3[O:17][C:18]([CH3:20])([CH3:19])[C@H:2]([OH:1])[C@@H:3]([NH:21][CH2:22][CH2:23][C:24]4[CH:29]=[CH:28][CH:27]=[CH:26][CH:25]=4)[C:4]3=[CH:13][C:12]=2[N:11]=1, predict the reactants needed to synthesize it. The reactants are: [OH:1][C@H:2]1[C:18]([CH3:20])([CH3:19])[O:17][C:5]2=[CH:6][C:7]3[C:8]([CH3:16])=[CH:9][C:10]([C:14]#[N:15])=[N:11][C:12]=3[CH:13]=[C:4]2[C@H:3]1[NH:21][CH2:22][CH2:23][C:24]1[CH:29]=[CH:28][CH:27]=[CH:26][CH:25]=1. (8) Given the product [F:1][C:2]1[CH:7]=[C:6]([F:8])[CH:5]=[CH:4][C:3]=1[C:9]1[CH:14]=[C:13]([N:15]2[C:19]3[CH:20]=[CH:21][C:22]([C:24]4[N:25]=[N:26][N:27]([CH:29]5[CH2:34][CH2:33][N:32]([CH3:35])[CH2:31][CH2:30]5)[CH:28]=4)=[CH:23][C:18]=3[N:17]=[CH:16]2)[CH:12]=[C:11]([NH:36][S:43]([CH:40]2[CH2:42][CH2:41]2)(=[O:45])=[O:44])[CH:10]=1, predict the reactants needed to synthesize it. The reactants are: [F:1][C:2]1[CH:7]=[C:6]([F:8])[CH:5]=[CH:4][C:3]=1[C:9]1[CH:14]=[C:13]([N:15]2[C:19]3[CH:20]=[CH:21][C:22]([C:24]4[N:25]=[N:26][N:27]([CH:29]5[CH2:34][CH2:33][N:32]([CH3:35])[CH2:31][CH2:30]5)[CH:28]=4)=[CH:23][C:18]=3[N:17]=[CH:16]2)[CH:12]=[C:11]([NH:36]C(=O)C)[CH:10]=1.[CH:40]1([S:43](Cl)(=[O:45])=[O:44])[CH2:42][CH2:41]1. (9) Given the product [CH3:36][C:35]1[C:30]([N:27]2[CH2:28][CH2:29][N:24]([C:22]([C:11]3[CH:12]=[CH:13][C:14]([N:16]4[CH2:20][CH2:19][CH2:18][C:17]4=[O:21])=[CH:15][C:10]=3[C:9]([N:8]([CH2:49][CH2:48][O:47][CH3:46])[CH3:6])=[O:38])=[O:23])[CH2:25][CH2:26]2)=[N:31][CH:32]=[C:33]([CH3:37])[CH:34]=1, predict the reactants needed to synthesize it. The reactants are: C(O[C:6]([N:8](C(OC(C)(C)C)=O)[C:9](=[O:38])[C:10]1[CH:15]=[C:14]([N:16]2[CH2:20][CH2:19][CH2:18][C:17]2=[O:21])[CH:13]=[CH:12][C:11]=1[C:22]([N:24]1[CH2:29][CH2:28][N:27]([C:30]2[C:35]([CH3:36])=[CH:34][C:33]([CH3:37])=[CH:32][N:31]=2)[CH2:26][CH2:25]1)=[O:23])=O)(C)(C)C.[CH3:46][O:47][CH2:48][CH2:49]NC.